Dataset: Retrosynthesis with 50K atom-mapped reactions and 10 reaction types from USPTO. Task: Predict the reactants needed to synthesize the given product. (1) Given the product CCOc1ccc(S(=O)(=O)N2CCC(=NOCc3cccc(C(F)(F)F)c3)CC2)cc1, predict the reactants needed to synthesize it. The reactants are: CCO.O=S(=O)(c1ccc(F)cc1)N1CCC(=NOCc2cccc(C(F)(F)F)c2)CC1. (2) The reactants are: CC(C)(C)OC(=O)N1CC(N)C1.O=C1CCc2cc(F)ccc21. Given the product CC(C)(C)OC(=O)N1CC(NC2CCc3cc(F)ccc32)C1, predict the reactants needed to synthesize it. (3) Given the product CCCCC(C)(C)c1ccc(CO)c(F)c1, predict the reactants needed to synthesize it. The reactants are: CCCCC(C)(C)c1ccc(C=O)c(F)c1.